This data is from Reaction yield outcomes from USPTO patents with 853,638 reactions. The task is: Predict the reaction yield, written as a fraction of the theoretical maximum amount of product (1.0 means a 100% yield; for example, 0.34 means a 34% yield). The reactants are CN(C)C=O.Cl.Cl[CH:8]([C:16]1[CH:21]=[C:20]([F:22])[CH:19]=[CH:18][C:17]=1[F:23])[C:9]1[C:14]([CH3:15])=[CH:13][CH:12]=[CH:11][N:10]=1.[Cl:24][C:25]1[CH:30]=[CH:29][C:28]([SH:31])=[CH:27][CH:26]=1.C(=O)([O-])[O-].[K+].[K+]. The catalyst is C(OCC)(=O)C.CCCCCC.C(OCC)C. The product is [Cl:24][C:25]1[CH:30]=[CH:29][C:28]([S:31][CH:8]([C:16]2[CH:21]=[C:20]([F:22])[CH:19]=[CH:18][C:17]=2[F:23])[C:9]2[C:14]([CH3:15])=[CH:13][CH:12]=[CH:11][N:10]=2)=[CH:27][CH:26]=1. The yield is 0.890.